This data is from Forward reaction prediction with 1.9M reactions from USPTO patents (1976-2016). The task is: Predict the product of the given reaction. (1) Given the reactants C([O-])(=O)C.C([O-])(=O)C.[CH3:9][O:10][C:11]1[CH:16]=[CH:15][C:14]([IH+:17])=[CH:13][CH:12]=1.[CH3:18][O:19][C:20]1[CH:25]=[CH:24][C:23]([IH+])=[CH:22][CH:21]=1.O.[S:28]([C:32]1[CH:38]=[CH:37][C:35]([CH3:36])=[CH:34][CH:33]=1)([OH:31])(=[O:30])=[O:29].IC1C=CC(OC)=CC=1, predict the reaction product. The product is: [S:28]([C:32]1[CH:38]=[CH:37][C:35]([CH3:36])=[CH:34][CH:33]=1)([O-:31])(=[O:30])=[O:29].[CH3:9][O:10][C:11]1[CH:16]=[CH:15][C:14]([I+:17][C:23]2[CH:24]=[CH:25][C:20]([O:19][CH3:18])=[CH:21][CH:22]=2)=[CH:13][CH:12]=1. (2) Given the reactants B(Br)(Br)Br.[Cl:5][C:6]1[CH:11]=[C:10]([O:12]C)[CH:9]=[C:8]([O:14]C)[CH:7]=1, predict the reaction product. The product is: [Cl:5][C:6]1[CH:11]=[C:10]([OH:12])[CH:9]=[C:8]([OH:14])[CH:7]=1. (3) Given the reactants Cl.C([N:4]([CH:36]1[CH2:41][CH2:40][N:39]([CH3:42])[CH2:38][CH2:37]1)[C:5]1[CH:10]=[CH:9][C:8]([NH:11][C:12]2[N:13]=[CH:14][C:15]3[S:20][C:19]([C:21]([NH2:23])=[O:22])=[C:18]([C:24]4[CH:29]=[CH:28][CH:27]=[CH:26][C:25]=4[O:30][CH3:31])[C:16]=3[N:17]=2)=[C:7]([O:32][CH:33]([CH3:35])[CH3:34])[CH:6]=1)=O.N, predict the reaction product. The product is: [CH:33]([O:32][C:7]1[CH:6]=[C:5]([NH:4][CH:36]2[CH2:37][CH2:38][N:39]([CH3:42])[CH2:40][CH2:41]2)[CH:10]=[CH:9][C:8]=1[NH:11][C:12]1[N:13]=[CH:14][C:15]2[S:20][C:19]([C:21]([NH2:23])=[O:22])=[C:18]([C:24]3[CH:29]=[CH:28][CH:27]=[CH:26][C:25]=3[O:30][CH3:31])[C:16]=2[N:17]=1)([CH3:35])[CH3:34]. (4) The product is: [C:38]([O:37][C:35]([N:42]1[CH2:47][CH2:46][C:45](=[CH:14][C:5]2[CH:6]=[CH:7][C:8]3[C:13](=[CH:12][CH:11]=[CH:10][CH:9]=3)[CH:4]=2)[CH2:44][CH2:43]1)=[O:36])([CH3:41])([CH3:39])[CH3:40]. Given the reactants [H-].[Na+].[Br-].[CH:4]1[C:13]2[C:8](=[CH:9][CH:10]=[CH:11][CH:12]=2)[CH:7]=[CH:6][C:5]=1[CH2:14][P+](C1C=CC=CC=1)(C1C=CC=CC=1)C1C=CC=CC=1.[PH4+].[C:35]([N:42]1[CH2:47][CH2:46][CH2:45][CH2:44][C:43]1=O)([O:37][C:38]([CH3:41])([CH3:40])[CH3:39])=[O:36], predict the reaction product. (5) Given the reactants [CH3:1][S:2]([C:5]1[CH:10]=[CH:9][C:8]([CH2:11][C:12]([OH:14])=[O:13])=[CH:7][CH:6]=1)(=[O:4])=[O:3].[C:15](OC(OC(O[C:15]([CH3:18])([CH3:17])[CH3:16])=O)=O)([CH3:18])([CH3:17])[CH3:16], predict the reaction product. The product is: [C:15]([O:13][C:12](=[O:14])[CH2:11][C:8]1[CH:7]=[CH:6][C:5]([S:2]([CH3:1])(=[O:3])=[O:4])=[CH:10][CH:9]=1)([CH3:18])([CH3:17])[CH3:16]. (6) The product is: [CH3:4][C:2]([C:5](=[N:10][N:11]([CH3:37])[C:12](=[O:34])[C:13]1[CH:18]=[C:17]([N:19]2[C:24](=[O:25])[CH:23]=[C:22]([C:26]([F:29])([F:28])[F:27])[N:21]([CH3:30])[C:20]2=[O:31])[C:16]([F:32])=[CH:15][C:14]=1[Cl:33])[C:6]([CH3:7])([CH3:8])[CH3:9])([CH3:1])[CH3:3]. Given the reactants [CH3:1][C:2]([C:5](=[N:10][NH:11][C:12](=[O:34])[C:13]1[CH:18]=[C:17]([N:19]2[C:24](=[O:25])[CH:23]=[C:22]([C:26]([F:29])([F:28])[F:27])[N:21]([CH3:30])[C:20]2=[O:31])[C:16]([F:32])=[CH:15][C:14]=1[Cl:33])[C:6]([CH3:9])([CH3:8])[CH3:7])([CH3:4])[CH3:3].CI.[C:37](=O)([O-])[O-].[K+].[K+], predict the reaction product. (7) Given the reactants [Mg].Br[CH2:3][CH2:4][CH2:5][CH2:6][CH3:7].[P:8](Cl)(Cl)([O:10][C:11]1[CH:16]=[CH:15][CH:14]=[CH:13][CH:12]=1)=[O:9].P(Cl)(Cl)(O[C:22]1[CH:27]=[CH:26]C=[CH:24][CH:23]=1)=O.C1COCC1.[NH4+].[Cl-], predict the reaction product. The product is: [CH2:3]([P:8]([CH2:24][CH2:23][CH2:22][CH2:27][CH3:26])(=[O:9])[O:10][C:11]1[CH:16]=[CH:15][CH:14]=[CH:13][CH:12]=1)[CH2:4][CH2:5][CH2:6][CH3:7].